This data is from Forward reaction prediction with 1.9M reactions from USPTO patents (1976-2016). The task is: Predict the product of the given reaction. (1) Given the reactants Br[C:2]1[N:10]=[CH:9][C:8]2[NH:7][C:6]3[N:11]=[CH:12][C:13]([C:15]4[CH:20]=[CH:19][C:18]([CH2:21][N:22]5[CH2:27][CH2:26][CH:25]([C:28]([F:31])([F:30])[F:29])[CH2:24][CH2:23]5)=[CH:17][CH:16]=4)=[CH:14][C:5]=3[C:4]=2[CH:3]=1.[CH3:32][N:33]1[CH:37]=[C:36](B2OC(C)(C)C(C)(C)O2)[CH:35]=[N:34]1, predict the reaction product. The product is: [CH3:32][N:33]1[CH:37]=[C:36]([C:2]2[N:10]=[CH:9][C:8]3[NH:7][C:6]4[N:11]=[CH:12][C:13]([C:15]5[CH:20]=[CH:19][C:18]([CH2:21][N:22]6[CH2:27][CH2:26][CH:25]([C:28]([F:30])([F:29])[F:31])[CH2:24][CH2:23]6)=[CH:17][CH:16]=5)=[CH:14][C:5]=4[C:4]=3[CH:3]=2)[CH:35]=[N:34]1. (2) Given the reactants Cl[C:2]1[CH:3]=[CH:4][CH:5]=[C:6]2[C:11]=1[C:10]([N:12]1[CH2:17][CH2:16][N:15]([CH3:18])[CH2:14][CH2:13]1)=[N:9][C:8]([C@@H:19]([NH:21][C:22]1[N:30]=[CH:29][N:28]=[C:27]3[C:23]=1[N:24]=[CH:25][N:26]3[CH:31]1[CH2:36][CH2:35][CH2:34][CH2:33][O:32]1)[CH3:20])=[CH:7]2.[CH3:37][N:38]1[CH:42]=[C:41](B2OC(C)(C)C(C)(C)O2)[CH:40]=[N:39]1.C([O-])([O-])=O.[Na+].[Na+], predict the reaction product. The product is: [CH3:37][N:38]1[CH:42]=[C:41]([C:2]2[CH:3]=[CH:4][CH:5]=[C:6]3[C:11]=2[C:10]([N:12]2[CH2:13][CH2:14][N:15]([CH3:18])[CH2:16][CH2:17]2)=[N:9][C:8]([C@@H:19]([NH:21][C:22]2[N:30]=[CH:29][N:28]=[C:27]4[C:23]=2[N:24]=[CH:25][N:26]4[CH:31]2[CH2:36][CH2:35][CH2:34][CH2:33][O:32]2)[CH3:20])=[CH:7]3)[CH:40]=[N:39]1. (3) Given the reactants COC1C=C(OC)C=CC=1C([NH:7][C:8]1[CH:13]=[CH:12][C:11]([C:14]2[CH:15]=[C:16]3[C:20](=[CH:21][CH:22]=2)[C:19](=[O:23])[N:18]([CH:24]([CH:29]([CH3:31])[CH3:30])[C:25]([O:27][CH3:28])=[O:26])[C:17]3=[O:32])=[CH:10][CH:9]=1)=O.[Cl:39][C:40]1[CH:45]=[CH:44][CH:43]=[CH:42][C:41]=1[N:46]=[C:47]=[O:48], predict the reaction product. The product is: [Cl:39][C:40]1[CH:45]=[CH:44][CH:43]=[CH:42][C:41]=1[NH:46][C:47](=[O:48])[NH:7][C:8]1[CH:9]=[CH:10][C:11]([C:14]2[CH:15]=[C:16]3[C:20](=[CH:21][CH:22]=2)[C:19](=[O:23])[N:18]([CH:24]([CH:29]([CH3:30])[CH3:31])[C:25]([O:27][CH3:28])=[O:26])[C:17]3=[O:32])=[CH:12][CH:13]=1. (4) Given the reactants Cl[C:2]1C=CC(OC2C=CC(NCC(N[C@@H](CC3C=CC=CC=3)C(NCCN3CCCC3)=O)=O)=CC=2)=CC=1.[Cl:38][C:39]1[CH:75]=[CH:74][C:42]([O:43][C:44]2[CH:49]=[CH:48][C:47]([N:50]=[C:51]([NH:71][C:72]#[N:73])[NH:52][CH:53]([C:65]3[CH:70]=[CH:69][CH:68]=[CH:67][CH:66]=3)[CH2:54][C:55]([NH:57][CH2:58][CH2:59][N:60]3[CH2:64][CH2:63][CH2:62][CH2:61]3)=[O:56])=[CH:46][CH:45]=2)=[CH:41][CH:40]=1, predict the reaction product. The product is: [Cl:38][C:39]1[CH:40]=[CH:41][C:42]([O:43][C:44]2[CH:49]=[CH:48][C:47]([N:50]=[C:51]([NH:71][C:72]#[N:73])[NH:52][C@@H:53]([CH2:65][C:66]3[CH:2]=[CH:70][CH:69]=[CH:68][CH:67]=3)[CH2:54][C:55]([NH:57][CH2:58][CH2:59][N:60]3[CH2:64][CH2:63][CH2:62][CH2:61]3)=[O:56])=[CH:46][CH:45]=2)=[CH:74][CH:75]=1. (5) Given the reactants [CH3:1][O:2][CH2:3][C:4]([NH:6][C:7]1[CH:8]=[C:9]([C:13]2[N:14]=[C:15]([CH2:18][N:19]3[CH:23]=[C:22]([C:24]([O:26]CC)=[O:25])[CH:21]=[N:20]3)[S:16][CH:17]=2)[CH:10]=[CH:11][CH:12]=1)=[O:5].[OH-].[Na+].Cl, predict the reaction product. The product is: [CH3:1][O:2][CH2:3][C:4]([NH:6][C:7]1[CH:8]=[C:9]([C:13]2[N:14]=[C:15]([CH2:18][N:19]3[CH:23]=[C:22]([C:24]([OH:26])=[O:25])[CH:21]=[N:20]3)[S:16][CH:17]=2)[CH:10]=[CH:11][CH:12]=1)=[O:5]. (6) Given the reactants ClC1C=CC(C2NC(C3C=C[C:16]([O:19]C)=[CH:15]C=3OCC)=NC2CC(C)C)=CC=1.[Cl:28][C:29]1[CH:34]=[CH:33][C:32]([CH:35]2[N:39]([C:40]([N:42]3[CH2:47][CH2:46][N:45](C)[CH2:44][CH2:43]3)=[O:41])[C:38]([C:49]3[CH:54]=[CH:53][C:52]([O:55][CH3:56])=[CH:51][C:50]=3[O:57][CH2:58][CH3:59])=[N:37][CH:36]2[CH2:60][CH:61]2[CH2:65]CC[CH2:62]2)=[CH:31][CH:30]=1, predict the reaction product. The product is: [Cl:28][C:29]1[CH:34]=[CH:33][C:32]([CH:35]2[N:39]([C:40]([N:42]3[CH2:43][CH2:44][N:45]([C:16](=[O:19])[CH3:15])[CH2:46][CH2:47]3)=[O:41])[C:38]([C:49]3[CH:54]=[CH:53][C:52]([O:55][CH3:56])=[CH:51][C:50]=3[O:57][CH2:58][CH3:59])=[N:37][CH:36]2[CH2:60][CH:61]([CH3:62])[CH3:65])=[CH:31][CH:30]=1.